Dataset: Full USPTO retrosynthesis dataset with 1.9M reactions from patents (1976-2016). Task: Predict the reactants needed to synthesize the given product. (1) Given the product [NH:20]1[CH2:21][CH2:22][CH:17]([C:14]2[CH:15]=[CH:16][C:11]([C:2]3[NH:10][C:9](=[O:30])[C:5]4[N:4]([CH:8]=[CH:7][CH:6]=4)[CH:3]=3)=[CH:12][CH:13]=2)[CH2:18][CH2:19]1, predict the reactants needed to synthesize it. The reactants are: O=[C:2]([C:11]1[CH:16]=[CH:15][C:14]([CH:17]2[CH2:22][CH2:21][N:20](C(=O)C(F)(F)F)[CH2:19][CH2:18]2)=[CH:13][CH:12]=1)[CH2:3][N:4]1[CH:8]=[CH:7][CH:6]=[C:5]1[C:9]#[N:10].C(=O)([O-])[O-:30].[K+].[K+].CS(C)=O.OO. (2) Given the product [CH:1]([C:4]1[CH:5]=[CH:6][C:7]([O:8][CH:9]([CH2:15][C:16]2[CH:17]=[CH:18][C:19]([O:22][CH2:23][CH2:24][NH:25][C:26](=[O:42])[C:27]3[CH:32]=[CH:31][C:30]([C:33]4[N:38]=[CH:37][C:36]([N+:39]([O-:41])=[O:40])=[CH:35][CH:34]=4)=[CH:29][CH:28]=3)=[CH:20][CH:21]=2)[C:10]([OH:12])=[O:11])=[CH:43][CH:44]=1)([CH3:3])[CH3:2], predict the reactants needed to synthesize it. The reactants are: [CH:1]([C:4]1[CH:44]=[CH:43][C:7]([O:8][CH:9]([CH2:15][C:16]2[CH:21]=[CH:20][C:19]([O:22][CH2:23][CH2:24][NH:25][C:26](=[O:42])[C:27]3[CH:32]=[CH:31][C:30]([C:33]4[N:38]=[CH:37][C:36]([N+:39]([O-:41])=[O:40])=[CH:35][CH:34]=4)=[CH:29][CH:28]=3)=[CH:18][CH:17]=2)[C:10]([O:12]CC)=[O:11])=[CH:6][CH:5]=1)([CH3:3])[CH3:2].[OH-].[Na+]. (3) Given the product [OH:12][C:10]([C:13]1[CH:18]=[CH:17][C:16]([O:19][CH2:20][C:21]2[CH:26]=[CH:25][CH:24]=[CH:23][CH:22]=2)=[CH:15][CH:14]=1)([CH3:11])[CH2:9][NH:8][S:4]([CH:1]([CH3:2])[CH3:27])(=[O:5])=[O:6], predict the reactants needed to synthesize it. The reactants are: [CH2:1]([S:4](Cl)(=[O:6])=[O:5])[CH2:2]C.[NH2:8][CH2:9][C:10]([C:13]1[CH:18]=[CH:17][C:16]([O:19][CH2:20][C:21]2[CH:26]=[CH:25][CH:24]=[CH:23][CH:22]=2)=[CH:15][CH:14]=1)([OH:12])[CH3:11].[CH2:27]1CCN2C(=NCCC2)CC1. (4) Given the product [CH2:13]([N:8]1[C:9]2[C:5](=[CH:4][CH:3]=[C:2]([Br:1])[CH:10]=2)[CH:6]=[CH:7]1)[C:14]1[CH:19]=[CH:18][CH:17]=[CH:16][CH:15]=1, predict the reactants needed to synthesize it. The reactants are: [Br:1][C:2]1[CH:10]=[C:9]2[C:5]([CH:6]=[CH:7][NH:8]2)=[CH:4][CH:3]=1.[H-].[Na+].[CH2:13](Br)[C:14]1[CH:19]=[CH:18][CH:17]=[CH:16][CH:15]=1.Cl. (5) Given the product [NH2:22][CH2:21][CH2:20][C:12]1[N:11]=[C:10]([N:9]([C:6]2[CH:5]=[CH:4][C:3]([O:2][CH3:1])=[CH:8][CH:7]=2)[CH3:23])[C:19]2[C:14](=[CH:15][CH:16]=[CH:17][CH:18]=2)[N:13]=1, predict the reactants needed to synthesize it. The reactants are: [CH3:1][O:2][C:3]1[CH:8]=[CH:7][C:6]([N:9]([CH3:23])[C:10]2[C:19]3[C:14](=[CH:15][CH:16]=[CH:17][CH:18]=3)[N:13]=[C:12]([CH2:20][C:21]#[N:22])[N:11]=2)=[CH:5][CH:4]=1.Cl.